From a dataset of Catalyst prediction with 721,799 reactions and 888 catalyst types from USPTO. Predict which catalyst facilitates the given reaction. (1) Reactant: [Br:1][C:2]1[CH:7]=[CH:6][C:5]([S:8](Cl)(=[O:10])=[O:9])=[C:4]([Cl:12])[CH:3]=1.[CH:13]1[CH:18]=[CH:17][CH:16]=[CH:15][CH:14]=1.CCO. Product: [Br:1][C:2]1[CH:7]=[CH:6][C:5]([S:8]([C:13]2[CH:18]=[CH:17][CH:16]=[CH:15][CH:14]=2)(=[O:10])=[O:9])=[C:4]([Cl:12])[CH:3]=1. The catalyst class is: 6. (2) Reactant: Cl.[Cl:2][C:3]1[CH:8]=[CH:7][CH:6]=[CH:5][C:4]=1[N:9]1[CH2:13][CH2:12][C@@:11]2([CH2:18][CH2:17][CH2:16][N:15](C(OC(C)(C)C)=O)[CH2:14]2)[C:10]1=[O:26]. Product: [ClH:2].[Cl:2][C:3]1[CH:8]=[CH:7][CH:6]=[CH:5][C:4]=1[N:9]1[CH2:13][CH2:12][C@@:11]2([CH2:18][CH2:17][CH2:16][NH:15][CH2:14]2)[C:10]1=[O:26]. The catalyst class is: 13. (3) Reactant: [CH3:1][O:2][CH2:3][CH2:4][NH2:5].[Br:6][C:7]1[CH:8]=[C:9]([CH:12]=[CH:13][C:14]=1[F:15])[CH:10]=O.C(O[BH-](OC(=O)C)OC(=O)C)(=O)C.[Na+]. Product: [Br:6][C:7]1[CH:8]=[C:9]([CH:12]=[CH:13][C:14]=1[F:15])[CH2:10][NH:5][CH2:4][CH2:3][O:2][CH3:1]. The catalyst class is: 22. (4) Reactant: [CH:1]1[CH:2]=[C:3]([N:9]2[CH2:14][CH2:13][N:12]([CH2:15][CH2:16][CH2:17][CH2:18][O:19][C:20]3[CH:21]=[CH:22][C:23]4[CH2:30][CH2:29][C:27](=[O:28])[NH:26][C:24]=4[CH:25]=3)[CH2:11][CH2:10]2)[C:4]([Cl:8])=[C:5]([Cl:7])[CH:6]=1.[H-].[Na+].[Cl:33]C(OCCCl)=O.[C:40]([O:43][CH2:44][CH3:45])(=[O:42])C. Product: [Cl:8][C:4]1[C:5]([Cl:7])=[CH:6][CH:1]=[CH:2][C:3]=1[N:9]1[CH2:14][CH2:13][N:12]([CH2:15][CH2:16][CH2:17][CH2:18][O:19][C:20]2[CH:25]=[C:24]3[C:23]([CH2:30][CH2:29][C:27](=[O:28])[N:26]3[C:40]([O:43][CH:44]([Cl:33])[CH3:45])=[O:42])=[CH:22][CH:21]=2)[CH2:11][CH2:10]1. The catalyst class is: 504. (5) Reactant: [CH:1]1[C:9]2[C:8]3[CH2:10][CH2:11][CH2:12][CH2:13][CH2:14][CH2:15][C:7]=3[O:6][C:5]=2[CH:4]=[CH:3][C:2]=1[NH2:16].[C:17](Cl)(=[O:23])[CH2:18][CH2:19][CH2:20][CH2:21][CH3:22]. Product: [CH:1]1[C:9]2[C:8]3[CH2:10][CH2:11][CH2:12][CH2:13][CH2:14][CH2:15][C:7]=3[O:6][C:5]=2[CH:4]=[CH:3][C:2]=1[NH:16][C:17](=[O:23])[CH2:18][CH2:19][CH2:20][CH2:21][CH3:22]. The catalyst class is: 68.